From a dataset of Reaction yield outcomes from USPTO patents with 853,638 reactions. Predict the reaction yield, written as a fraction of the theoretical maximum amount of product (1.0 means a 100% yield; for example, 0.34 means a 34% yield). (1) The reactants are C([O:3][C:4]([C:6]1[C:7]([C:12]2[CH:17]=[CH:16][CH:15]=[CH:14][N:13]=2)=[N:8][O:9][C:10]=1[CH3:11])=[O:5])C.[CH:18](=O)[C:19]1[CH:24]=[CH:23][CH:22]=[CH:21][CH:20]=1.CC[O-].[Na+].Cl. The catalyst is C(O)C. The product is [N:13]1[CH:14]=[CH:15][CH:16]=[CH:17][C:12]=1[C:7]1[C:6]([C:4]([OH:3])=[O:5])=[C:10](/[CH:11]=[CH:18]/[C:19]2[CH:24]=[CH:23][CH:22]=[CH:21][CH:20]=2)[O:9][N:8]=1. The yield is 0.610. (2) The reactants are [NH2:1][C:2]1[N:7]=[CH:6][N:5]=[C:4]2[N:8]([CH:26]3[CH2:31][CH2:30][N:29](C(OC(C)(C)C)=O)[CH2:28][CH2:27]3)[N:9]=[C:10]([C:11]3[CH:16]=[CH:15][C:14]([NH:17]C(OC(C)(C)C)=O)=[C:13]([F:25])[CH:12]=3)[C:3]=12.Cl.C(=O)([O-])[O-].[Na+].[Na+]. The catalyst is CC(C)=O. The product is [NH2:17][C:14]1[CH:15]=[CH:16][C:11]([C:10]2[C:3]3[C:4](=[N:5][CH:6]=[N:7][C:2]=3[NH2:1])[N:8]([CH:26]3[CH2:27][CH2:28][NH:29][CH2:30][CH2:31]3)[N:9]=2)=[CH:12][C:13]=1[F:25]. The yield is 0.880.